Dataset: Reaction yield outcomes from USPTO patents with 853,638 reactions. Task: Predict the reaction yield, written as a fraction of the theoretical maximum amount of product (1.0 means a 100% yield; for example, 0.34 means a 34% yield). The reactants are [CH3:1][O:2][C:3]1[CH:4]=[CH:5][C:6]([CH2:40][CH2:41][O:42][CH3:43])=[C:7]([NH:9][C:10]2[C:11]([NH:20][S:21]([CH:24]3[CH2:29][CH2:28][N:27](C(OCC4C=CC=CC=4)=O)[CH2:26][CH2:25]3)(=[O:23])=[O:22])=[N:12][C:13]3[C:18]([N:19]=2)=[CH:17][CH:16]=[CH:15][CH:14]=3)[CH:8]=1.[Cl:44]CCCl. The catalyst is C(#N)C. The product is [ClH:44].[CH3:1][O:2][C:3]1[CH:4]=[CH:5][C:6]([CH2:40][CH2:41][O:42][CH3:43])=[C:7]([NH:9][C:10]2[C:11]([NH:20][S:21]([CH:24]3[CH2:29][CH2:28][NH:27][CH2:26][CH2:25]3)(=[O:23])=[O:22])=[N:12][C:13]3[C:18]([N:19]=2)=[CH:17][CH:16]=[CH:15][CH:14]=3)[CH:8]=1. The yield is 0.190.